This data is from Forward reaction prediction with 1.9M reactions from USPTO patents (1976-2016). The task is: Predict the product of the given reaction. The product is: [Br:14][C:11]1[CH:10]=[CH:9][N:8]2[C:13]([CH:12]=1)=[C:5]([C:3]([OH:4])=[O:2])[C:6]([CH2:21][C:22]1[CH:27]=[CH:26][CH:25]=[C:24]([F:28])[C:23]=1[CH3:29])=[C:7]2[C:15]1[CH:20]=[CH:19][CH:18]=[CH:17][CH:16]=1. Given the reactants C[O:2][C:3]([C:5]1[C:6]([CH2:21][C:22]2[CH:27]=[CH:26][CH:25]=[C:24]([F:28])[C:23]=2[CH3:29])=[C:7]([C:15]2[CH:20]=[CH:19][CH:18]=[CH:17][CH:16]=2)[N:8]2[C:13]=1[CH:12]=[C:11]([Br:14])[CH:10]=[CH:9]2)=[O:4].[OH-].[Na+].Cl, predict the reaction product.